From a dataset of Reaction yield outcomes from USPTO patents with 853,638 reactions. Predict the reaction yield, written as a fraction of the theoretical maximum amount of product (1.0 means a 100% yield; for example, 0.34 means a 34% yield). (1) The catalyst is CN(C1C=CN=CC=1)C.C1COCC1. The product is [O:1]=[C:2]1[C:11]2[C:6](=[CH:7][CH:8]=[CH:9][CH:10]=2)[C:5]([O:12][CH2:13][CH2:14][CH2:15][CH2:16][C:17]([O:19][C:27]2[CH:26]=[CH:25][CH:24]=[C:23]([N:22]([CH3:30])[CH3:21])[CH:28]=2)=[O:18])=[CH:4][C:3]1=[O:20]. The yield is 0.360. The reactants are [O:1]=[C:2]1[C:11]2[C:6](=[CH:7][CH:8]=[CH:9][CH:10]=2)[C:5]([O:12][CH2:13][CH2:14][CH2:15][CH2:16][C:17]([OH:19])=[O:18])=[CH:4][C:3]1=[O:20].[CH3:21][N:22]([CH3:30])[C:23]1[CH:24]=[C:25](O)[CH:26]=[CH:27][CH:28]=1.C1CCC(N=C=NC2CCCCC2)CC1. (2) The reactants are [Cl:1][C:2]1[C:3]([F:11])=[C:4]([CH:8]=[CH:9][CH:10]=1)/[CH:5]=[N:6]/[OH:7].ClC1C(F)=[C:15]([CH:18]=[CH:19]C=1)[CH:16]=[O:17].Cl.N[OH:24].[OH-].[Na+].Cl. The catalyst is CCO.O. The product is [Cl:1][C:2]1[C:3]([F:11])=[C:4]([C:5]2[C:18]([CH3:19])=[C:15]([C:16]([OH:24])=[O:17])[O:7][N:6]=2)[CH:8]=[CH:9][CH:10]=1. The yield is 0.920. (3) The reactants are [CH2:1]([CH:3]([C:6]1[C:11]2[N:12]([CH3:16])[C:13](=O)[NH:14][C:10]=2[C:9]([C:17]([F:20])([F:19])[F:18])=[CH:8][CH:7]=1)[CH2:4][CH3:5])[CH3:2].P(Cl)(Cl)([Cl:23])=O. No catalyst specified. The product is [Cl:23][C:13]1[N:12]([CH3:16])[C:11]2[C:6]([CH:3]([CH2:4][CH3:5])[CH2:1][CH3:2])=[CH:7][CH:8]=[C:9]([C:17]([F:20])([F:19])[F:18])[C:10]=2[N:14]=1. The yield is 0.910. (4) The reactants are [Br:1][C:2]1[C:3]([F:29])=[CH:4][C:5]([F:28])=[C:6]([C@@:8]([NH:20]C(=O)OC(C)(C)C)([CH2:10][C@H:11]([C:13]2[C:14]([CH3:19])=[N:15][O:16][C:17]=2[CH3:18])[OH:12])[CH3:9])[CH:7]=1.C(O)(C(F)(F)F)=O. The catalyst is C(Cl)Cl. The product is [NH2:20][C@@:8]([C:6]1[CH:7]=[C:2]([Br:1])[C:3]([F:29])=[CH:4][C:5]=1[F:28])([CH3:9])[CH2:10][C@H:11]([C:13]1[C:14]([CH3:19])=[N:15][O:16][C:17]=1[CH3:18])[OH:12]. The yield is 0.480. (5) The reactants are [CH3:1][N:2]1[C:10]2[C:5](=[CH:6][C:7](N)=[CH:8][CH:9]=2)[CH:4]=[N:3]1.S(=O)(=O)(O)O.N([O-])=O.[Na+].[I-:21].[Na+].[OH-].[Na+]. The catalyst is O. The product is [I:21][C:7]1[CH:6]=[C:5]2[C:10](=[CH:9][CH:8]=1)[N:2]([CH3:1])[N:3]=[CH:4]2. The yield is 0.540. (6) The reactants are I[C:2]1[CH:3]=[C:4]([C:8]2[CH:13]=[CH:12][CH:11]=[CH:10][N:9]=2)[CH:5]=[CH:6][CH:7]=1.C(N(CC)CC)C.[CH3:21][Si:22]([C:25]#[CH:26])([CH3:24])[CH3:23].Cl. The catalyst is [Cu]I.C1C=CC([P]([Pd]([P](C2C=CC=CC=2)(C2C=CC=CC=2)C2C=CC=CC=2)([P](C2C=CC=CC=2)(C2C=CC=CC=2)C2C=CC=CC=2)[P](C2C=CC=CC=2)(C2C=CC=CC=2)C2C=CC=CC=2)(C2C=CC=CC=2)C2C=CC=CC=2)=CC=1.ClCCl.O. The product is [CH3:21][Si:22]([C:25]#[C:26][C:2]1[CH:3]=[C:4]([C:8]2[CH:13]=[CH:12][CH:11]=[CH:10][N:9]=2)[CH:5]=[CH:6][CH:7]=1)([CH3:24])[CH3:23]. The yield is 0.960. (7) The reactants are [CH3:1][O:2][C:3]([NH:5][CH:6]([CH:10]([CH3:12])[CH3:11])[C:7](O)=[O:8])=[O:4].C1C=CC2N(O)N=NC=2C=1.Cl.Cl.Cl.[CH3:26][O:27][C:28](=[O:76])[NH:29][CH:30]([C:34]([N:36]1[CH:42]([C:43]2[NH:44][C:45]([C:48]3[CH:53]=[CH:52][C:51]([C:54]4[CH:63]=[CH:62][C:61]5[C:56](=[CH:57][CH:58]=[C:59]([C:64]6[NH:65][C:66]([CH:69]7[CH2:73][CH:72]([C:74]#[N:75])[CH2:71][NH:70]7)=[N:67][CH:68]=6)[CH:60]=5)[CH:55]=4)=[CH:50][CH:49]=3)=[CH:46][N:47]=2)[CH2:41][C:38]2([CH2:40][CH2:39]2)[CH2:37]1)=[O:35])[CH:31]([CH3:33])[CH3:32].CN1CCOCC1. The catalyst is CN(C=O)C.CCOC(C)=O. The product is [CH3:26][O:27][C:28](=[O:76])[NH:29][CH:30]([C:34]([N:36]1[CH:42]([C:43]2[NH:44][C:45]([C:48]3[CH:49]=[CH:50][C:51]([C:54]4[CH:63]=[CH:62][C:61]5[C:56](=[CH:57][CH:58]=[C:59]([C:64]6[NH:65][C:66]([CH:69]7[CH2:73][CH:72]([C:74]#[N:75])[CH2:71][N:70]7[C:7](=[O:8])[CH:6]([NH:5][C:3]([O:2][CH3:1])=[O:4])[CH:10]([CH3:12])[CH3:11])=[N:67][CH:68]=6)[CH:60]=5)[CH:55]=4)=[CH:52][CH:53]=3)=[CH:46][N:47]=2)[CH2:41][C:38]2([CH2:39][CH2:40]2)[CH2:37]1)=[O:35])[CH:31]([CH3:33])[CH3:32]. The yield is 0.110. (8) The reactants are B(F)(F)F.CCOCC.[C:10]([O:13][CH:14]1[O:31][C@H:30]([CH2:32][O:33][C:34](=[O:36])[CH3:35])[C@@H:25]([O:26][C:27](=[O:29])[CH3:28])[C@H:20]([O:21][C:22](=[O:24])[CH3:23])[C@@H:15]1[O:16][C:17](=[O:19])[CH3:18])(=O)[CH3:11].[Br:37]CCO. The catalyst is C(Cl)Cl. The product is [C:17]([O:16][C@H:15]1[C@@H:20]([O:21][C:22](=[O:24])[CH3:23])[C@H:25]([O:26][C:27](=[O:29])[CH3:28])[C@@H:30]([CH2:32][O:33][C:34](=[O:36])[CH3:35])[O:31][C@@H:14]1[O:13][CH2:10][CH2:11][Br:37])(=[O:19])[CH3:18]. The yield is 0.640. (9) The reactants are [S:1]1[CH2:5][C:4](=[O:6])[NH:3][C:2]1=[O:7].[CH:8]([C:10]1[CH:11]=[C:12]([CH:18]=[CH:19][CH:20]=1)[O:13][CH2:14][C:15]([OH:17])=[O:16])=O.C([O-])(=O)C.[Na+]. The catalyst is C(O)(=O)C. The product is [O:7]=[C:2]1[NH:3][C:4](=[O:6])[C:5](=[CH:8][C:10]2[CH:11]=[C:12]([CH:18]=[CH:19][CH:20]=2)[O:13][CH2:14][C:15]([OH:17])=[O:16])[S:1]1. The yield is 0.560.